From a dataset of Forward reaction prediction with 1.9M reactions from USPTO patents (1976-2016). Predict the product of the given reaction. (1) Given the reactants C1(P(C2CCCCC2)C2C=CC=CC=2C2C(C(C)C)=CC(C(C)C)=CC=2C(C)C)CCCCC1.[CH2:35]([O:42][C:43]1[CH:48]=[CH:47][C:46](Br)=[CH:45][C:44]=1[F:50])[C:36]1[CH:41]=[CH:40][CH:39]=[CH:38][CH:37]=1.[Si:51]([O:58][CH2:59][CH2:60][NH2:61])([C:54]([CH3:57])([CH3:56])[CH3:55])([CH3:53])[CH3:52].C(=O)([O-])[O-].[Cs+].[Cs+], predict the reaction product. The product is: [CH2:35]([O:42][C:43]1[CH:48]=[CH:47][C:46]([NH:61][CH2:60][CH2:59][O:58][Si:51]([C:54]([CH3:57])([CH3:56])[CH3:55])([CH3:53])[CH3:52])=[CH:45][C:44]=1[F:50])[C:36]1[CH:41]=[CH:40][CH:39]=[CH:38][CH:37]=1. (2) The product is: [F:35][CH:2]([F:1])[C:3]1[N:7]([C:8]2[N:13]=[C:12]([N:14]3[CH2:15][CH2:16][O:17][CH2:18][CH2:19]3)[N:11]=[C:10]([N:20]([CH3:39])[CH:21]3[CH2:22][N:23]([S:25]([CH3:28])(=[O:27])=[O:26])[CH2:24]3)[N:9]=2)[C:6]2[CH:29]=[CH:30][CH:31]=[C:32]([O:33][CH3:34])[C:5]=2[N:4]=1. Given the reactants [F:1][CH:2]([F:35])[C:3]1[N:7]([C:8]2[N:13]=[C:12]([N:14]3[CH2:19][CH2:18][O:17][CH2:16][CH2:15]3)[N:11]=[C:10]([NH:20][CH:21]3[CH2:24][N:23]([S:25]([CH3:28])(=[O:27])=[O:26])[CH2:22]3)[N:9]=2)[C:6]2[CH:29]=[CH:30][CH:31]=[C:32]([O:33][CH3:34])[C:5]=2[N:4]=1.[H-].[Na+].I[CH3:39].O, predict the reaction product. (3) Given the reactants [NH2:1][C:2]1[C:3]([C:23]#[N:24])=[C:4]([CH:20]=[CH:21][CH:22]=1)[O:5][CH2:6][C:7]1([C:14]([NH:16][CH:17]([CH3:19])[CH3:18])=[O:15])[CH2:12][CH2:11][CH2:10][NH:9][C:8]1=[O:13].[NH2:25]O, predict the reaction product. The product is: [NH2:1][C:2]1[C:3]([C:23](=[NH:25])[NH2:24])=[C:4]([CH:20]=[CH:21][CH:22]=1)[O:5][CH2:6][C:7]1([C:14]([NH:16][CH:17]([CH3:18])[CH3:19])=[O:15])[CH2:12][CH2:11][CH2:10][NH:9][C:8]1=[O:13]. (4) Given the reactants [C:1]([O:5][C:6]([NH:8][C:9]1([CH3:24])[CH2:13][CH2:12][N:11](C(OCC2C=CC=CC=2)=O)[CH2:10]1)=[O:7])([CH3:4])([CH3:3])[CH3:2], predict the reaction product. The product is: [CH3:24][C:9]1([NH:8][C:6](=[O:7])[O:5][C:1]([CH3:4])([CH3:3])[CH3:2])[CH2:13][CH2:12][NH:11][CH2:10]1. (5) Given the reactants [CH3:1][N:2]1[C:6]2[CH:7]=[CH:8][CH:9]=[C:10]([C:11]3[CH:12]=[C:13]([CH:19]=[CH:20][CH:21]=3)[C:14]([O:16][CH2:17][CH3:18])=[O:15])[C:5]=2[NH:4][C:3]1=O.P(Cl)(Cl)([Cl:25])=O.C(=O)([O-])[O-].[K+].[K+], predict the reaction product. The product is: [Cl:25][C:3]1[N:2]([CH3:1])[C:6]2[CH:7]=[CH:8][CH:9]=[C:10]([C:11]3[CH:12]=[C:13]([CH:19]=[CH:20][CH:21]=3)[C:14]([O:16][CH2:17][CH3:18])=[O:15])[C:5]=2[N:4]=1. (6) Given the reactants [CH3:1][N:2]1[C:7]2[CH:8]=[CH:9][C:10]([N:12]3[CH:17]=[C:16]([C:18]([O:20][CH2:21][CH3:22])=[O:19])[C:15](=[O:23])[NH:14][C:13]3=[O:24])=[CH:11][C:6]=2[O:5][CH2:4][C:3]1=[O:25].[CH3:26][C:27]1[C:34]([C:35]([F:38])([F:37])[F:36])=[CH:33][CH:32]=[CH:31][C:28]=1[CH2:29]Br, predict the reaction product. The product is: [CH3:1][N:2]1[C:7]2[CH:8]=[CH:9][C:10]([N:12]3[CH:17]=[C:16]([C:18]([O:20][CH2:21][CH3:22])=[O:19])[C:15](=[O:23])[N:14]([CH2:29][C:28]4[CH:31]=[CH:32][CH:33]=[C:34]([C:35]([F:36])([F:37])[F:38])[C:27]=4[CH3:26])[C:13]3=[O:24])=[CH:11][C:6]=2[O:5][CH2:4][C:3]1=[O:25]. (7) Given the reactants [NH2:1][C@H:2]([C:8]([OH:10])=[O:9])[CH2:3][CH2:4][C:5](=[O:7])[NH2:6].[Cl:11][CH2:12][C:13](Cl)=[O:14], predict the reaction product. The product is: [Cl:11][CH2:12][C:13]([NH:1][C@H:2]([C:8]([OH:10])=[O:9])[CH2:3][CH2:4][C:5](=[O:7])[NH2:6])=[O:14].